Dataset: Forward reaction prediction with 1.9M reactions from USPTO patents (1976-2016). Task: Predict the product of the given reaction. (1) Given the reactants [C:1]1([CH:7]([C:29]2[CH:34]=[CH:33][CH:32]=[CH:31][CH:30]=2)[CH2:8][NH:9][C:10]2[N:18]=[C:17](S(C)(=O)=O)[N:16]=[C:15]3[C:11]=2[N:12]=[CH:13][N:14]3[CH:23]2[CH2:28][CH2:27][CH2:26][CH2:25][O:24]2)[CH:6]=[CH:5][CH:4]=[CH:3][CH:2]=1.[C-:35]#[N:36].[K+], predict the reaction product. The product is: [C:1]1([CH:7]([C:29]2[CH:34]=[CH:33][CH:32]=[CH:31][CH:30]=2)[CH2:8][NH:9][C:10]2[N:18]=[C:17]([C:35]#[N:36])[N:16]=[C:15]3[C:11]=2[N:12]=[CH:13][N:14]3[CH:23]2[CH2:28][CH2:27][CH2:26][CH2:25][O:24]2)[CH:6]=[CH:5][CH:4]=[CH:3][CH:2]=1. (2) Given the reactants [F:1][C:2]1[CH:3]=[C:4]([CH:38]=[CH:39][CH:40]=1)[CH2:5][CH2:6][NH:7][C:8]1[N:32]=[C:31]([C:33]2[CH:34]=[N:35][NH:36][CH:37]=2)[CH:30]=[CH:29][C:9]=1[C:10]([NH:12][CH2:13][C:14]1[C:15]([CH2:20][NH:21]C(=O)OC(C)(C)C)=[N:16][CH:17]=[CH:18][CH:19]=1)=[O:11].Cl, predict the reaction product. The product is: [CH3:10][OH:11].[NH2:21][CH2:20][C:15]1[C:14]([CH2:13][NH:12][C:10](=[O:11])[C:9]2[CH:29]=[CH:30][C:31]([C:33]3[CH:34]=[N:35][NH:36][CH:37]=3)=[N:32][C:8]=2[NH:7][CH2:6][CH2:5][C:4]2[CH:38]=[CH:39][CH:40]=[C:2]([F:1])[CH:3]=2)=[CH:19][CH:18]=[CH:17][N:16]=1. (3) Given the reactants [CH3:1][O:2][C:3](=[O:29])[C:4]1[CH:9]=[CH:8][C:7]([CH2:10][N:11]([C:13]2[CH:18]=[CH:17][C:16]([O:19][Si](C(C)(C)C)(C)C)=[CH:15][C:14]=2[CH3:27])[CH3:12])=[CH:6][C:5]=1[CH3:28].CCCC[N+](CCCC)(CCCC)CCCC.[F-].C1COCC1, predict the reaction product. The product is: [CH3:1][O:2][C:3](=[O:29])[C:4]1[CH:9]=[CH:8][C:7]([CH2:10][N:11]([C:13]2[CH:18]=[CH:17][C:16]([OH:19])=[CH:15][C:14]=2[CH3:27])[CH3:12])=[CH:6][C:5]=1[CH3:28]. (4) Given the reactants C(O[BH-](OC(=O)C)OC(=O)C)(=O)C.[Na+].[C:15]1([N:21]2[CH:25]=[C:24]([CH:26]=O)[N:23]=[N:22]2)[CH:20]=[CH:19][CH:18]=[CH:17][CH:16]=1.Cl.[NH2:29][CH2:30][C:31]([N:33]1[CH2:38][CH2:37][N:36]([C:39](=[O:51])[C:40]2[CH:45]=[C:44]([F:46])[CH:43]=[CH:42][C:41]=2[C:47]([F:50])([F:49])[F:48])[CH2:35][CH2:34]1)=[O:32].FC1C=CC(C(F)(F)F)=C(C=1)C(O)=O.C(=O)(O)[O-].[Na+], predict the reaction product. The product is: [F:46][C:44]1[CH:43]=[CH:42][C:41]([C:47]([F:49])([F:48])[F:50])=[C:40]([CH:45]=1)[C:39]([N:36]1[CH2:37][CH2:38][N:33]([C:31](=[O:32])[CH2:30][NH:29][CH2:26][C:24]2[N:23]=[N:22][N:21]([C:15]3[CH:16]=[CH:17][CH:18]=[CH:19][CH:20]=3)[CH:25]=2)[CH2:34][CH2:35]1)=[O:51]. (5) The product is: [CH3:17][O:18][C:19]1[CH:20]=[C:21]([C:2]2[N:7]=[CH:6][C:5]([C:8]34[CH2:16][N:12]([CH2:13][CH2:14][CH2:15]3)[CH2:11][CH2:10][CH2:9]4)=[CH:4][CH:3]=2)[CH:22]=[CH:23][C:24]=1[O:25][CH3:26]. Given the reactants Cl[C:2]1[N:7]=[CH:6][C:5]([C:8]23[CH2:16][N:12]([CH2:13][CH2:14][CH2:15]2)[CH2:11][CH2:10][CH2:9]3)=[CH:4][CH:3]=1.[CH3:17][O:18][C:19]1[CH:20]=[C:21](B(O)O)[CH:22]=[CH:23][C:24]=1[O:25][CH3:26].C(=O)([O-])[O-].[K+].[K+].C(=O)([O-])[O-].[Na+].[Na+], predict the reaction product. (6) Given the reactants [Cl:1][C:2]1[CH:10]=[CH:9][C:8]2[N:7]([CH2:11][C:12]([OH:14])=[O:13])[C:6]3[CH2:15][CH2:16][N:17]([CH3:19])[CH2:18][C:5]=3[C:4]=2[CH:3]=1.CCN=C=NCCCN(C)C.[CH2:31](O)[CH2:32][CH2:33][CH3:34], predict the reaction product. The product is: [Cl:1][C:2]1[CH:10]=[CH:9][C:8]2[N:7]([CH2:11][C:12]([O:14][CH2:31][CH2:32][CH2:33][CH3:34])=[O:13])[C:6]3[CH2:15][CH2:16][N:17]([CH3:19])[CH2:18][C:5]=3[C:4]=2[CH:3]=1.